Dataset: Blood-brain barrier permeability classification from the B3DB database. Task: Regression/Classification. Given a drug SMILES string, predict its absorption, distribution, metabolism, or excretion properties. Task type varies by dataset: regression for continuous measurements (e.g., permeability, clearance, half-life) or binary classification for categorical outcomes (e.g., BBB penetration, CYP inhibition). Dataset: b3db_classification. (1) The drug is CC(=O)OCC(=O)[C@@]12N=C(C)O[C@@H]1C[C@H]1[C@@H]3CCC4=CC(=O)C=C[C@]4(C)[C@H]3[C@@H](O)C[C@@]12C. The result is 1 (penetrates BBB). (2) The molecule is CCc1cc2c(s1)N(C)C(=O)CN=C2c1ccccc1Cl. The result is 1 (penetrates BBB).